From a dataset of Experimentally validated miRNA-target interactions with 360,000+ pairs, plus equal number of negative samples. Binary Classification. Given a miRNA mature sequence and a target amino acid sequence, predict their likelihood of interaction. (1) The miRNA is hsa-miR-4271 with sequence GGGGGAAGAAAAGGUGGGG. The protein sequence of the target gene is MNSWDAGLAGLLVGTMGVSLLSNALVLLCLLHSADIRRQAPALFTLNLTCGNLLCTVVNMPLTLAGVVAQRQPAGDRLCRLAAFLDTFLAANSMLSMAALSIDRWVAVVFPLSYRAKMRLRDAALMVAYTWLHALTFPAAALALSWLGFHQLYASCTLCSRRPDERLRFAVFTGAFHALSFLLSFVVLCCTYLKVLKVARFHCKRIDVITMQTLVLLVDLHPSVRERCLEEQKRRRQRATKKISTFIGTFLVCFAPYVITRLVELFSTVPIGSHWGVLSKCLAYSKAASDPFVYSLLRHQ.... Result: 1 (interaction). (2) The miRNA is mmu-miR-701-5p with sequence UUAGCCGCUGAAAUAGAUGGA. The protein sequence of the target gene is MSGKHYKGPEVSCCIKYFIFGFNVIFWFLGITFLGIGLWAWNEKGVLSNISSITDLGGFDPVWLFLVVGGVMFILGFAGCIGALRENTFLLKFFSVFLGIIFFLELTAGVLAFVFKDWIKDQLYFFINNNIRAYRDDIDLQNLIDFTQEYWQCCGAFGADDWNLNIYFNCTDSNASRERCGVPFSCCTKDPAEDVINTQCGYDARQKPEVDQQIVIYTKGCVPQFEKWLQDNLTIVAGIFIGIALLQIFGICLAQNLVSDIEAVRASW. Result: 0 (no interaction).